This data is from Reaction yield outcomes from USPTO patents with 853,638 reactions. The task is: Predict the reaction yield, written as a fraction of the theoretical maximum amount of product (1.0 means a 100% yield; for example, 0.34 means a 34% yield). (1) The reactants are ClC1C=CC=CC=1[CH:4]([O:12][CH:13]1[CH2:18][CH2:17][NH:16][CH2:15][CH2:14]1)[C:5]1[CH:10]=[CH:9][C:8]([Cl:11])=[CH:7][CH:6]=1. The catalyst is C(OCC)C. The product is [Cl:11][C:8]1[CH:9]=[CH:10][C:5]([CH:4]([O:12][CH:13]2[CH2:18][CH2:17][NH:16][CH2:15][CH2:14]2)[C:5]2[CH:10]=[CH:9][C:8]([Cl:11])=[CH:7][CH:6]=2)=[CH:6][CH:7]=1. The yield is 0.930. (2) The reactants are C([O:3][C:4]([C:6]1[CH2:10][CH2:9][CH2:8][C:7]=1[N:11]1[C:15]2[CH:16]=[CH:17][CH:18]=[CH:19][C:14]=2[NH:13][C:12]1=[O:20])=[O:5])C.[C:21](=O)([O-])[O-].[K+].[K+].[I-].[NH4+].N1[C:37]2[C:32](=[CH:33][CH:34]=[CH:35][CH:36]=2)[CH:31]=C1.O.[CH3:39][N:40]([CH:42]=O)[CH3:41]. No catalyst specified. The product is [CH3:39][N:40]1[C:41]2[C:37](=[C:36]([CH3:21])[CH:35]=[CH:34][CH:33]=2)[C:32]([CH2:31][N:13]2[C:14]3[CH:19]=[CH:18][CH:17]=[CH:16][C:15]=3[N:11]([C:7]3[CH2:8][CH2:9][CH2:10][C:6]=3[C:4]([OH:3])=[O:5])[C:12]2=[O:20])=[CH:42]1. The yield is 0.760.